Dataset: Catalyst prediction with 721,799 reactions and 888 catalyst types from USPTO. Task: Predict which catalyst facilitates the given reaction. Reactant: [N+:1]([C:4]1[C:5](=[O:15])[NH:6][C:7](=[O:14])[N:8]([CH2:11][CH2:12][CH3:13])[C:9]=1[CH3:10])([O-:3])=[O:2].[H-].[Na+].[CH3:18][O:19][C:20]1[CH:27]=[CH:26][C:23]([CH2:24]Cl)=[CH:22][CH:21]=1. Product: [CH3:18][O:19][C:20]1[CH:27]=[CH:26][C:23]([CH2:24][N:6]2[C:5](=[O:15])[C:4]([N+:1]([O-:3])=[O:2])=[C:9]([CH3:10])[N:8]([CH2:11][CH2:12][CH3:13])[C:7]2=[O:14])=[CH:22][CH:21]=1. The catalyst class is: 9.